This data is from Forward reaction prediction with 1.9M reactions from USPTO patents (1976-2016). The task is: Predict the product of the given reaction. (1) Given the reactants FC(F)(F)C(O)=O.[OH:8][C:9]1[CH:10]=[C:11]([CH:15]=[CH:16][CH:17]=1)[C:12]([NH2:14])=[NH:13].Br[CH2:19][CH2:20][O:21][C:22]([C:24]1[CH:46]=[CH:45][C:27]([O:28][CH:29]2[CH2:34][CH2:33][N:32](C(OCC3C=CC=CC=3)=O)[CH2:31][CH2:30]2)=[CH:26][CH:25]=1)=[O:23].C(=O)([O-])[O-].[Cs+].[Cs+].Cl, predict the reaction product. The product is: [NH:32]1[CH2:31][CH2:30][CH:29]([O:28][C:27]2[CH:45]=[CH:46][C:24]([C:22]([O:21][CH2:20][CH2:19][O:8][C:9]3[CH:17]=[CH:16][CH:15]=[C:11]([C:12](=[NH:14])[NH2:13])[CH:10]=3)=[O:23])=[CH:25][CH:26]=2)[CH2:34][CH2:33]1. (2) Given the reactants [CH2:1]([N:7]1[C:11](=[O:12])[N:10]([CH2:13][C:14]2[CH:19]=[CH:18][C:17]([CH3:20])=[CH:16][CH:15]=2)[N:9]=[C:8]1[CH2:21][OH:22])[CH2:2][CH2:3][CH2:4][CH2:5][CH3:6].C([O:27][C:28](=[O:42])[C:29]([CH3:41])([S:31][C:32]1[CH:40]=[CH:39][C:35]([C:36](O)=[O:37])=[CH:34][CH:33]=1)[CH3:30])(C)(C)C.C(Cl)CCl, predict the reaction product. The product is: [CH2:1]([N:7]1[C:11](=[O:12])[N:10]([CH2:13][C:14]2[CH:15]=[CH:16][C:17]([CH3:20])=[CH:18][CH:19]=2)[N:9]=[C:8]1[CH2:21][O:22][C:36]([C:35]1[CH:34]=[CH:33][C:32]([S:31][C:29]([CH3:41])([CH3:30])[C:28]([OH:42])=[O:27])=[CH:40][CH:39]=1)=[O:37])[CH2:2][CH2:3][CH2:4][CH2:5][CH3:6]. (3) Given the reactants [ClH:1].Cl.[NH2:3][C:4]1[CH:23]=[CH:22][C:7]2[CH:8]=[C:9]([C:11]([NH:13][C@@H:14]3[CH:19]4[CH2:20][CH2:21][N:16]([CH2:17][CH2:18]4)[CH2:15]3)=[O:12])[S:10][C:6]=2[CH:5]=1.C(N(CC)CC)C.[CH2:31]([O:33][C:34]1[CH:39]=[CH:38][CH:37]=[CH:36][C:35]=1[N:40]=[C:41]=[O:42])[CH3:32], predict the reaction product. The product is: [ClH:1].[N:16]12[CH2:21][CH2:20][CH:19]([CH2:18][CH2:17]1)[C@@H:14]([NH:13][C:11]([C:9]1[S:10][C:6]3[CH:5]=[C:4]([NH:3][C:41]([NH:40][C:35]4[CH:36]=[CH:37][CH:38]=[CH:39][C:34]=4[O:33][CH2:31][CH3:32])=[O:42])[CH:23]=[CH:22][C:7]=3[CH:8]=1)=[O:12])[CH2:15]2. (4) Given the reactants F[C:2]1[CH:10]=[N:9][CH:8]=[C:7]([F:11])[C:3]=1[C:4]([OH:6])=[O:5].[CH2:12]([Mg]Cl)[CH2:13][CH2:14][CH3:15], predict the reaction product. The product is: [CH2:12]([C:2]1[CH:10]=[N:9][CH:8]=[C:7]([F:11])[C:3]=1[C:4]([OH:6])=[O:5])[CH2:13][CH2:14][CH3:15]. (5) Given the reactants [Cl:1][C:2]1[CH:7]=[C:6]([O:8][C:9]2[C:10]3[CH:17]=[C:16]([C:18]4[CH:23]=[CH:22][C:21]([O:24][CH2:25][CH2:26][CH2:27][N:28]([CH2:31][CH3:32])[CH2:29][CH3:30])=[CH:20][CH:19]=4)[N:15]([CH2:33][O:34][CH2:35][CH2:36][Si:37]([CH3:40])([CH3:39])[CH3:38])[C:11]=3[N:12]=[CH:13][N:14]=2)[CH:5]=[CH:4][C:3]=1[NH2:41].[CH:42]1([NH:45][C:46](=O)[O:47]C2C=CC=CC=2)[CH2:44][CH2:43]1.O, predict the reaction product. The product is: [Cl:1][C:2]1[CH:7]=[C:6]([O:8][C:9]2[C:10]3[CH:17]=[C:16]([C:18]4[CH:19]=[CH:20][C:21]([O:24][CH2:25][CH2:26][CH2:27][N:28]([CH2:29][CH3:30])[CH2:31][CH3:32])=[CH:22][CH:23]=4)[N:15]([CH2:33][O:34][CH2:35][CH2:36][Si:37]([CH3:38])([CH3:39])[CH3:40])[C:11]=3[N:12]=[CH:13][N:14]=2)[CH:5]=[CH:4][C:3]=1[NH:41][C:46]([NH:45][CH:42]1[CH2:44][CH2:43]1)=[O:47].